From a dataset of Full USPTO retrosynthesis dataset with 1.9M reactions from patents (1976-2016). Predict the reactants needed to synthesize the given product. (1) The reactants are: Cl[CH2:2][CH2:3][N:4]([CH2:12][CH2:13]Cl)[C:5]([O:7][C:8]([CH3:11])([CH3:10])[CH3:9])=[O:6].[Cl:15][C:16]1[CH:24]=[CH:23][C:19]([CH2:20][C:21]#[N:22])=[CH:18][CH:17]=1.[H-].[Na+]. Given the product [C:5]([N:4]1[CH2:3][CH2:2][C:20]([C:19]2[CH:23]=[CH:24][C:16]([Cl:15])=[CH:17][CH:18]=2)([C:21]#[N:22])[CH2:13][CH2:12]1)([O:7][C:8]([CH3:9])([CH3:10])[CH3:11])=[O:6], predict the reactants needed to synthesize it. (2) Given the product [CH2:17]([N:12]1[CH2:11][CH2:10][CH:9]([C:5]2[CH:6]=[CH:7][CH:8]=[C:3]([C:2]([F:1])([F:15])[F:16])[CH:4]=2)[CH2:14][CH2:13]1)[CH2:18][CH3:19], predict the reactants needed to synthesize it. The reactants are: [F:1][C:2]([F:16])([F:15])[C:3]1[CH:4]=[C:5]([CH:9]2[CH2:14][CH2:13][NH:12][CH2:11][CH2:10]2)[CH:6]=[CH:7][CH:8]=1.[CH2:17](I)[CH2:18][CH3:19].Cl. (3) Given the product [Cl:26][C:2]1[CH:3]=[C:4]2[CH:10]=[CH:9][N:8]([Si:11]([CH:18]([CH3:20])[CH3:19])([CH:15]([CH3:17])[CH3:16])[CH:12]([CH3:14])[CH3:13])[C:5]2=[N:6][CH:7]=1, predict the reactants needed to synthesize it. The reactants are: Br[C:2]1[CH:3]=[C:4]2[CH:10]=[CH:9][N:8]([Si:11]([CH:18]([CH3:20])[CH3:19])([CH:15]([CH3:17])[CH3:16])[CH:12]([CH3:14])[CH3:13])[C:5]2=[N:6][CH:7]=1.C([Li])(C)(C)C.[Cl:26]C(Cl)(Cl)C(Cl)(Cl)Cl.O. (4) Given the product [CH3:26][O:25][C:4]1[CH:3]=[C:2]([N:28]2[N:29]=[CH:30][CH:31]=[N:27]2)[CH:7]=[CH:6][C:5]=1[C:8]1[O:9][C:10]([C:13]2[C:14]([C:19]3[CH:20]=[CH:21][CH:22]=[CH:23][CH:24]=3)=[N:15][O:16][C:17]=2[CH3:18])=[N:11][N:12]=1, predict the reactants needed to synthesize it. The reactants are: F[C:2]1[CH:7]=[CH:6][C:5]([C:8]2[O:9][C:10]([C:13]3[C:14]([C:19]4[CH:24]=[CH:23][CH:22]=[CH:21][CH:20]=4)=[N:15][O:16][C:17]=3[CH3:18])=[N:11][N:12]=2)=[C:4]([O:25][CH3:26])[CH:3]=1.[NH:27]1[CH:31]=[CH:30][N:29]=[N:28]1.C(=O)([O-])[O-].[K+].[K+]. (5) Given the product [F:11][C@H:12]1[CH2:17][CH2:16][N:15]([C:2]2[CH:7]=[CH:6][N:5]=[CH:4][C:3]=2[N+:8]([O-:10])=[O:9])[CH2:14][C@@H:13]1[NH:18][C:19](=[O:25])[O:20][C:21]([CH3:23])([CH3:22])[CH3:24], predict the reactants needed to synthesize it. The reactants are: Cl[C:2]1[CH:7]=[CH:6][N:5]=[CH:4][C:3]=1[N+:8]([O-:10])=[O:9].[F:11][C@H:12]1[CH2:17][CH2:16][NH:15][CH2:14][C@@H:13]1[NH:18][C:19](=[O:25])[O:20][C:21]([CH3:24])([CH3:23])[CH3:22].C(N(CC)CC)C.